This data is from Forward reaction prediction with 1.9M reactions from USPTO patents (1976-2016). The task is: Predict the product of the given reaction. (1) Given the reactants [O:1]1[C:9]2[CH:8]=[CH:7][N:6]=[C:5]([N:10]3[CH2:15][CH2:14][N:13]([CH2:16][CH2:17][C@H:18]4[CH2:23][CH2:22][C@H:21]([NH:24][C:25](=[O:30])[CH2:26]/C=C/C)[CH2:20][CH2:19]4)[CH2:12][CH2:11]3)[C:4]=2[CH2:3][CH2:2]1.[C:31](O)(=O)C, predict the reaction product. The product is: [CH3:31][C:7]1[N:6]=[C:5]([N:10]2[CH2:11][CH2:12][N:13]([CH2:16][CH2:17][C@H:18]3[CH2:19][CH2:20][C@H:21]([NH:24][C:25](=[O:30])[CH3:26])[CH2:22][CH2:23]3)[CH2:14][CH2:15]2)[C:4]2[CH2:3][CH2:2][O:1][C:9]=2[CH:8]=1. (2) Given the reactants [NH2:1][C:2]1[CH:3]=[N:4][CH:5]=[CH:6][C:7]=1[N:8]1[CH2:13][C@H:12]([CH3:14])[C@@H:11]([O:15][Si:16]([C:19]([CH3:22])([CH3:21])[CH3:20])([CH3:18])[CH3:17])[C@H:10]([NH:23][C:24](=[O:30])[O:25][C:26]([CH3:29])([CH3:28])[CH3:27])[CH2:9]1.[C:31](N1C=CN=C1)(N1C=CN=C1)=[S:32], predict the reaction product. The product is: [Si:16]([O:15][C@@H:11]1[C@@H:12]([CH3:14])[CH2:13][N:8]([C:7]2[CH:6]=[CH:5][N:4]=[CH:3][C:2]=2[N:1]=[C:31]=[S:32])[CH2:9][C@H:10]1[NH:23][C:24](=[O:30])[O:25][C:26]([CH3:29])([CH3:28])[CH3:27])([C:19]([CH3:22])([CH3:21])[CH3:20])([CH3:18])[CH3:17].